Task: Predict the product of the given reaction.. Dataset: Forward reaction prediction with 1.9M reactions from USPTO patents (1976-2016) (1) Given the reactants [OH:1][C:2]([CH3:7])([CH3:6])[C:3](=[O:5])[CH3:4].C(N(CC)CC)C.[C:15](OC(=O)C)(=[O:17])[CH3:16].CO, predict the reaction product. The product is: [CH3:6][C:2]([O:1][C:15](=[O:17])[CH3:16])([CH3:7])[C:3](=[O:5])[CH3:4]. (2) Given the reactants [CH2:1]([Si:3]([CH3:29])([CH3:28])[CH2:4][C:5]([NH:7]/[N:8]=[C:9]1\[NH:10][CH:11]=[CH:12][C:13]([C:15]2[CH:20]=[CH:19][N:18]=[C:17]([NH:21][C:22]3[N:26]([CH3:27])[N:25]=[CH:24][CH:23]=3)[N:16]=2)=[CH:14]\1)=O)[CH3:2].BrC(Cl)(Cl)C(Cl)(Cl)Br.C1C=CC(P(C2C=CC=CC=2)C2C=CC=CC=2)=CC=1, predict the reaction product. The product is: [CH2:1]([Si:3]([CH2:4][C:5]1[N:10]2[CH:11]=[CH:12][C:13]([C:15]3[CH:20]=[CH:19][N:18]=[C:17]([NH:21][C:22]4[N:26]([CH3:27])[N:25]=[CH:24][CH:23]=4)[N:16]=3)=[CH:14][C:9]2=[N:8][N:7]=1)([CH3:29])[CH3:28])[CH3:2]. (3) Given the reactants [Cl:1][C:2]1[CH:7]=[CH:6][C:5]([C:8]2[C:13]([O:14][CH2:15][C:16]([F:19])([F:18])[F:17])=[CH:12][N:11]=[C:10]([C:20]([OH:22])=O)[CH:9]=2)=[CH:4][CH:3]=1.[CH3:23][C:24]1[O:28][N:27]=[C:26]([CH2:29][NH2:30])[CH:25]=1, predict the reaction product. The product is: [Cl:1][C:2]1[CH:7]=[CH:6][C:5]([C:8]2[C:13]([O:14][CH2:15][C:16]([F:18])([F:19])[F:17])=[CH:12][N:11]=[C:10]([C:20]([NH:30][CH2:29][C:26]3[CH:25]=[C:24]([CH3:23])[O:28][N:27]=3)=[O:22])[CH:9]=2)=[CH:4][CH:3]=1. (4) Given the reactants [C:1]([O:4][C@@H:5]1[CH2:21][C@H:20]2[C@@:8]([CH3:34])([CH:9]3[CH:17]([CH2:18][CH2:19]2)[CH:16]2[C@@:12]([CH3:33])([C:13]([N:24]4[C:28]5[CH:29]=[CH:30][CH:31]=[CH:32][C:27]=5[N:26]=[CH:25]4)=[C:14](C=O)[CH2:15]2)[CH2:11][CH2:10]3)[CH2:7][CH2:6]1)(=[O:3])[CH3:2], predict the reaction product. The product is: [C:1]([O:4][C@@H:5]1[CH2:21][C@H:20]2[C@@:8]([CH3:34])([CH:9]3[CH:17]([CH2:18][CH2:19]2)[CH:16]2[C@@:12]([CH3:33])([C:13]([N:24]4[C:28]5[CH:29]=[CH:30][CH:31]=[CH:32][C:27]=5[N:26]=[CH:25]4)=[CH:14][CH2:15]2)[CH2:11][CH2:10]3)[CH2:7][CH2:6]1)(=[O:3])[CH3:2]. (5) Given the reactants [CH:1]1([N:4]2[C:8]([C:9]3[CH:14]=[CH:13][CH:12]=[CH:11][CH:10]=3)=[CH:7][N:6]([CH2:15][C:16]([O:18]CC)=[O:17])[C:5]2=[O:21])[CH2:3][CH2:2]1.[OH-].[K+], predict the reaction product. The product is: [CH:1]1([N:4]2[C:8]([C:9]3[CH:14]=[CH:13][CH:12]=[CH:11][CH:10]=3)=[CH:7][N:6]([CH2:15][C:16]([OH:18])=[O:17])[C:5]2=[O:21])[CH2:3][CH2:2]1. (6) Given the reactants [Cl:1][C:2]1[N:3]=[C:4]([C:8](=O)[CH2:9][C:10]2[CH:11]=[CH:12][C:13]([F:18])=[C:14]([CH:17]=2)[C:15]#[N:16])[NH:5][C:6]=1[Cl:7].[C:20](OCC)(=[O:23])[NH:21][NH2:22], predict the reaction product. The product is: [Cl:1][C:2]1[N:3]=[C:4]2[C:8]([CH2:9][C:10]3[CH:11]=[CH:12][C:13]([F:18])=[C:14]([CH:17]=3)[C:15]#[N:16])=[N:22][NH:21][C:20](=[O:23])[N:5]2[C:6]=1[Cl:7].